This data is from Reaction yield outcomes from USPTO patents with 853,638 reactions. The task is: Predict the reaction yield, written as a fraction of the theoretical maximum amount of product (1.0 means a 100% yield; for example, 0.34 means a 34% yield). (1) The reactants are Cl[C:2]1[N:11]=[C:10]([N:12]2[CH2:17][CH2:16][O:15][CH2:14][CH2:13]2)[C:9]2[C:4](=[CH:5][C:6]([C:18]3[O:22][C:21]([C:23]#[N:24])=[CH:20][CH:19]=3)=[CH:7][CH:8]=2)[N:3]=1.[F:25][C:26]1[CH:27]=[C:28]([NH:41][C:42](=[O:55])[NH:43][C:44]2[CH:54]=[CH:53][C:47]([C:48]([N:50]([CH3:52])[CH3:51])=[O:49])=[CH:46][CH:45]=2)[CH:29]=[CH:30][C:31]=1B1OC(C)(C)C(C)(C)O1.C(=O)([O-])[O-].[Cs+].[Cs+].CN(C=O)C. The catalyst is Cl[Pd](Cl)([P](C1C=CC=CC=1)(C1C=CC=CC=1)C1C=CC=CC=1)[P](C1C=CC=CC=1)(C1C=CC=CC=1)C1C=CC=CC=1.O. The product is [C:23]([C:21]1[O:22][C:18]([C:6]2[CH:5]=[C:4]3[C:9]([C:10]([N:12]4[CH2:17][CH2:16][O:15][CH2:14][CH2:13]4)=[N:11][C:2]([C:31]4[CH:30]=[CH:29][C:28]([NH:41][C:42](=[O:55])[NH:43][C:44]5[CH:54]=[CH:53][C:47]([C:48]([N:50]([CH3:52])[CH3:51])=[O:49])=[CH:46][CH:45]=5)=[CH:27][C:26]=4[F:25])=[N:3]3)=[CH:8][CH:7]=2)=[CH:19][CH:20]=1)#[N:24]. The yield is 0.0600. (2) The reactants are C(C1C=C(NC2N=C(NC3C=CC=C(C(O)=O)C=3)C(F)=CN=2)C=CC=1)(O)=O.C[O:29][C:30]([C:32]1[CH:37]=[CH:36][C:35]([NH:38][C:39]2[N:44]=[C:43]([NH:45][C:46]3[CH:51]=[CH:50][C:49]([C:52]([O:54]C)=[O:53])=[CH:48][CH:47]=3)[C:42]([F:56])=[CH:41][N:40]=2)=[CH:34][CH:33]=1)=[O:31].[OH-].[Na+]. No catalyst specified. The product is [C:30]([C:32]1[CH:37]=[CH:36][C:35]([NH:38][C:39]2[N:44]=[C:43]([NH:45][C:46]3[CH:51]=[CH:50][C:49]([C:52]([OH:54])=[O:53])=[CH:48][CH:47]=3)[C:42]([F:56])=[CH:41][N:40]=2)=[CH:34][CH:33]=1)([OH:31])=[O:29]. The yield is 0.590. (3) The reactants are [CH3:1][C:2]1[CH:3]=[N:4][N:5]([C:7]2[CH:12]=[C:11]([C:13]([F:16])([F:15])[F:14])[CH:10]=[C:9]([N+:17]([O-])=O)[CH:8]=2)[CH:6]=1. The catalyst is CO.[Pd]. The product is [CH3:1][C:2]1[CH:3]=[N:4][N:5]([C:7]2[CH:8]=[C:9]([CH:10]=[C:11]([C:13]([F:16])([F:14])[F:15])[CH:12]=2)[NH2:17])[CH:6]=1. The yield is 0.561. (4) The reactants are [CH2:1]([N:8]([CH:18]1[CH2:23][CH2:22][CH2:21][CH2:20][CH2:19]1)[CH2:9][C:10](O)([CH3:16])[C:11]([O:13][CH2:14][CH3:15])=[O:12])[C:2]1[CH:7]=[CH:6][CH:5]=[CH:4][CH:3]=1.CCN(S(F)(F)[F:30])CC. The catalyst is ClCCl. The product is [CH2:1]([N:8]([CH:18]1[CH2:23][CH2:22][CH2:21][CH2:20][CH2:19]1)[CH2:9][C:10]([F:30])([CH3:16])[C:11]([O:13][CH2:14][CH3:15])=[O:12])[C:2]1[CH:7]=[CH:6][CH:5]=[CH:4][CH:3]=1. The yield is 0.970.